From a dataset of Full USPTO retrosynthesis dataset with 1.9M reactions from patents (1976-2016). Predict the reactants needed to synthesize the given product. (1) Given the product [C:9]1([C@H:19]([NH:21][CH:2]2[CH2:5][CH:4]([C:6]([OH:8])=[O:7])[CH2:3]2)[CH3:20])[C:18]2[C:13](=[CH:14][CH:15]=[CH:16][CH:17]=2)[CH:12]=[CH:11][CH:10]=1, predict the reactants needed to synthesize it. The reactants are: O=[C:2]1[CH2:5][CH:4]([C:6]([OH:8])=[O:7])[CH2:3]1.[C:9]1([C@H:19]([NH2:21])[CH3:20])[C:18]2[C:13](=[CH:14][CH:15]=[CH:16][CH:17]=2)[CH:12]=[CH:11][CH:10]=1.CC(O)=O.[BH-](OC(C)=O)(OC(C)=O)OC(C)=O.[Na+].[OH-].[Na+].Cl. (2) Given the product [C:54]([C:37]1[CH:36]=[C:35]([NH:34][C:33]([NH:28][C@@H:21]2[C:22]3[C:27](=[CH:26][CH:25]=[CH:24][CH:23]=3)[C@H:18]([O:17][C:14]3[CH:15]=[CH:16][C:11]4[N:12]([C:8]([N:3]5[CH2:4][CH2:5][CH2:6][CH2:7][C@@H:2]5[CH3:1])=[N:9][N:10]=4)[CH:13]=3)[CH2:19][CH2:20]2)=[O:32])[N:39]([C:40]2[CH:41]=[N:42][N:43]([CH2:45][CH2:46][O:47][CH:48]3[CH2:53][CH2:52][CH2:51][CH2:50][O:49]3)[CH:44]=2)[N:38]=1)([CH3:57])([CH3:55])[CH3:56], predict the reactants needed to synthesize it. The reactants are: [CH3:1][C@H:2]1[CH2:7][CH2:6][CH2:5][CH2:4][N:3]1[C:8]1[N:12]2[CH:13]=[C:14]([O:17][C@H:18]3[C:27]4[C:22](=[CH:23][CH:24]=[CH:25][CH:26]=4)[C@@H:21]([NH2:28])[CH2:20][CH2:19]3)[CH:15]=[CH:16][C:11]2=[N:10][N:9]=1.ClC(Cl)(Cl)C[O:32][C:33](=O)[NH:34][C:35]1[N:39]([C:40]2[CH:41]=[N:42][N:43]([CH2:45][CH2:46][O:47][CH:48]3[CH2:53][CH2:52][CH2:51][CH2:50][O:49]3)[CH:44]=2)[N:38]=[C:37]([C:54]([CH3:57])([CH3:56])[CH3:55])[CH:36]=1.CCN(C(C)C)C(C)C. (3) Given the product [Cl:1][C:2]([F:11])([F:10])[C:3]([F:9])([F:8])[C:4]([NH:21][NH:20][C:14]1[CH:15]=[CH:16][C:17]([CH3:19])=[CH:18][C:13]=1[CH3:12])=[O:5], predict the reactants needed to synthesize it. The reactants are: [Cl:1][C:2]([F:11])([F:10])[C:3]([F:9])([F:8])[C:4](OC)=[O:5].[CH3:12][C:13]1[CH:18]=[C:17]([CH3:19])[CH:16]=[CH:15][C:14]=1[NH:20][NH2:21]. (4) Given the product [OH:8][CH2:7][CH2:6][N:5]([CH2:4][CH2:3][OH:2])[S:11]([C:14]1[CH:19]=[CH:18][C:17]([N:20]2[C:24]([C:25]3[CH:30]=[CH:29][C:28]([CH3:31])=[CH:27][CH:26]=3)=[CH:23][C:22]([C:32]([F:33])([F:35])[F:34])=[N:21]2)=[CH:16][CH:15]=1)(=[O:13])=[O:12], predict the reactants needed to synthesize it. The reactants are: C[O:2][C:3](=O)[CH2:4][N:5]([S:11]([C:14]1[CH:19]=[CH:18][C:17]([N:20]2[C:24]([C:25]3[CH:30]=[CH:29][C:28]([CH3:31])=[CH:27][CH:26]=3)=[CH:23][C:22]([C:32]([F:35])([F:34])[F:33])=[N:21]2)=[CH:16][CH:15]=1)(=[O:13])=[O:12])[CH2:6][C:7](OC)=[O:8].[BH4-].[Na+]. (5) Given the product [CH3:30][C:4]([NH:6][C:7]([C:9]1[CH:18]=[CH:17][C:16]2[C:11](=[CH:12][CH:13]=[CH:14][CH:15]=2)[C:10]=1[O:19][CH:20]([CH3:29])[CH2:21][O:22][C:23]1[CH:28]=[CH:27][CH:26]=[CH:25][CH:24]=1)=[O:8])([CH3:5])[C:3]([OH:31])=[O:2], predict the reactants needed to synthesize it. The reactants are: C[O:2][C:3](=[O:31])[C:4]([CH3:30])([NH:6][C:7]([C:9]1[CH:18]=[CH:17][C:16]2[C:11](=[CH:12][CH:13]=[CH:14][CH:15]=2)[C:10]=1[O:19][CH:20]([CH3:29])[CH2:21][O:22][C:23]1[CH:28]=[CH:27][CH:26]=[CH:25][CH:24]=1)=[O:8])[CH3:5].